Predict the product of the given reaction. From a dataset of Forward reaction prediction with 1.9M reactions from USPTO patents (1976-2016). (1) Given the reactants [NH2:1][C@:2]([CH3:12])([CH2:5][C:6]1[CH:11]=[CH:10][CH:9]=[CH:8][CH:7]=1)[CH2:3][OH:4].[C:13]([O:17][C:18](O[C:18]([O:17][C:13]([CH3:16])([CH3:15])[CH3:14])=[O:19])=[O:19])([CH3:16])([CH3:15])[CH3:14], predict the reaction product. The product is: [C:13]([O:17][C:18](=[O:19])[NH:1][C@@:2]([CH2:5][C:6]1[CH:11]=[CH:10][CH:9]=[CH:8][CH:7]=1)([CH3:12])[CH2:3][OH:4])([CH3:16])([CH3:15])[CH3:14]. (2) Given the reactants C(OC(=O)[NH:7][C:8]1[CH:13]=[CH:12][C:11]([C:14]([F:17])([F:16])[F:15])=[CH:10][C:9]=1[NH:18][C:19](=[O:36])[CH2:20][C:21]([C:23]1[CH:28]=[CH:27][CH:26]=[C:25]([C:29]2[CH:30]=[N:31][C:32]([CH3:35])=[CH:33][CH:34]=2)[CH:24]=1)=O)(C)(C)C.C(O)(C(F)(F)F)=O, predict the reaction product. The product is: [CH3:35][C:32]1[N:31]=[CH:30][C:29]([C:25]2[CH:24]=[C:23]([C:21]3[CH2:20][C:19](=[O:36])[NH:18][C:9]4[CH:10]=[C:11]([C:14]([F:17])([F:16])[F:15])[CH:12]=[CH:13][C:8]=4[N:7]=3)[CH:28]=[CH:27][CH:26]=2)=[CH:34][CH:33]=1. (3) Given the reactants [CH:1]1([C:4]2[C:9]([CH2:10]O)=[CH:8][N:7]=[C:6]([C:12]3[CH:17]=[CH:16][C:15]([C:18]([F:21])([F:20])[F:19])=[CH:14][CH:13]=3)[N:5]=2)[CH2:3][CH2:2]1.S(Cl)([Cl:24])=O, predict the reaction product. The product is: [Cl:24][CH2:10][C:9]1[C:4]([CH:1]2[CH2:3][CH2:2]2)=[N:5][C:6]([C:12]2[CH:17]=[CH:16][C:15]([C:18]([F:21])([F:20])[F:19])=[CH:14][CH:13]=2)=[N:7][CH:8]=1. (4) Given the reactants [O:1]=[C:2]1[N:6]([CH2:7][C:8]2[CH:17]=[CH:16][C:11]3[NH:12][C:13](=[O:15])[NH:14][C:10]=3[CH:9]=2)[C:5]2[CH:18]=[C:19]([C:22]([OH:24])=O)[CH:20]=[CH:21][C:4]=2[O:3]1.CCN=C=NCCCN(C)C.Cl.C1C=CC2N(O)N=NC=2C=1.CN1CCOCC1.[CH3:54][N:55]([CH3:59])[CH2:56][CH2:57][NH2:58], predict the reaction product. The product is: [CH3:54][N:55]([CH3:59])[CH2:56][CH2:57][NH:58][C:22]([C:19]1[CH:20]=[CH:21][C:4]2[O:3][C:2](=[O:1])[N:6]([CH2:7][C:8]3[CH:17]=[CH:16][C:11]4[NH:12][C:13](=[O:15])[NH:14][C:10]=4[CH:9]=3)[C:5]=2[CH:18]=1)=[O:24]. (5) Given the reactants [C:1]([O:5][C:6](=[O:27])[NH:7][CH:8]1[CH2:17][CH2:16][C:15]2[C:10](=[CH:11][C:12]([OH:18])=[CH:13][CH:14]=2)[CH:9]1[CH2:19][C:20]1[CH:25]=[CH:24][C:23]([Cl:26])=[CH:22][CH:21]=1)([CH3:4])([CH3:3])[CH3:2].[F:28][C:29]([F:48])([F:47])[S:30](N(C1C=CC=CC=1)[S:30]([C:29]([F:48])([F:47])[F:28])(=[O:32])=[O:31])(=[O:32])=[O:31].C(N(CC)CC)C, predict the reaction product. The product is: [F:28][C:29]([F:48])([F:47])[S:30]([O:18][C:12]1[CH:13]=[CH:14][C:15]2[CH2:16][CH2:17][CH:8]([NH:7][C:6]([O:5][C:1]([CH3:4])([CH3:2])[CH3:3])=[O:27])[CH:9]([CH2:19][C:20]3[CH:25]=[CH:24][C:23]([Cl:26])=[CH:22][CH:21]=3)[C:10]=2[CH:11]=1)(=[O:32])=[O:31]. (6) The product is: [CH3:1][N:2]1[CH:6]=[CH:5][N:4]=[C:3]1[C:7]1[NH:28][N:27]=[C:9]([CH3:10])[CH:8]=1. Given the reactants [CH3:1][N:2]1[CH:6]=[CH:5][N:4]=[CH:3]1.[CH2:7]([Li])[CH2:8][CH2:9][CH3:10].CN(C)C(=O)C.COC(OC)(N(C)C)C.[NH2:27][NH2:28], predict the reaction product. (7) Given the reactants [Cl:1][C:2]1[CH:10]=[CH:9][C:5]([C:6]([OH:8])=[O:7])=[CH:4][CH:3]=1.[N:11]1[CH:16]=[CH:15][CH:14]=[C:13]([CH2:17][CH:18]2[CH:23]([NH:24][C:25]([C:27]3[O:28][C:29]4[CH:35]=[CH:34][CH:33]=[CH:32][C:30]=4[CH:31]=3)=[O:26])[CH:22]3[CH2:36][CH2:37][N:19]2[CH2:20][CH2:21]3)[CH:12]=1, predict the reaction product. The product is: [Cl:1][C:2]1[CH:10]=[CH:9][C:5]([C:6]([OH:8])=[O:7])=[CH:4][CH:3]=1.[N:11]1[CH:16]=[CH:15][CH:14]=[C:13]([CH2:17][C@@H:18]2[C@H:23]([NH:24][C:25]([C:27]3[O:28][C:29]4[CH:35]=[CH:34][CH:33]=[CH:32][C:30]=4[CH:31]=3)=[O:26])[CH:22]3[CH2:36][CH2:37][N:19]2[CH2:20][CH2:21]3)[CH:12]=1. (8) Given the reactants [CH:1]([O:4][C:5]([N:7]1[CH2:12][CH2:11][CH:10]([O:13][C:14]2[CH:19]=[CH:18][C:17](Br)=[CH:16][N:15]=2)[CH2:9][CH2:8]1)=[O:6])([CH3:3])[CH3:2].C([O-])(=O)C.[K+].[B:26]1([B:26]2[O:30][C:29]([CH3:32])([CH3:31])[C:28]([CH3:34])([CH3:33])[O:27]2)[O:30][C:29]([CH3:32])([CH3:31])[C:28]([CH3:34])([CH3:33])[O:27]1, predict the reaction product. The product is: [CH:1]([O:4][C:5]([N:7]1[CH2:12][CH2:11][CH:10]([O:13][C:14]2[CH:19]=[CH:18][C:17]([B:26]3[O:30][C:29]([CH3:32])([CH3:31])[C:28]([CH3:34])([CH3:33])[O:27]3)=[CH:16][N:15]=2)[CH2:9][CH2:8]1)=[O:6])([CH3:3])[CH3:2]. (9) Given the reactants [Cl:1][C:2]1[CH:7]=[CH:6][C:5]([S:8]([NH:11][C:12]2[CH:13]=[CH:14][CH:15]=[C:16]3[C:21]=2[N:20]=[CH:19][CH:18]=[C:17]3[C:22]([F:25])([F:24])[F:23])(=[O:10])=[O:9])=[C:4]([N+:26]([O-])=O)[CH:3]=1.Cl[Sn]Cl, predict the reaction product. The product is: [NH2:26][C:4]1[CH:3]=[C:2]([Cl:1])[CH:7]=[CH:6][C:5]=1[S:8]([NH:11][C:12]1[CH:13]=[CH:14][CH:15]=[C:16]2[C:21]=1[N:20]=[CH:19][CH:18]=[C:17]2[C:22]([F:24])([F:25])[F:23])(=[O:9])=[O:10]. (10) Given the reactants [C:1]([O:5][C:6]([N:8]1[CH2:13][CH2:12][N:11]([C:14]2[N:19]=[C:18]([C:20]3[CH:25]=[CH:24][N:23]=[C:22]([NH:26][CH:27]4[CH2:32][CH2:31][CH2:30][CH2:29][CH2:28]4)[CH:21]=3)[CH:17]=[C:16]([CH2:33]O)[CH:15]=2)[CH2:10][CH2:9]1)=[O:7])([CH3:4])([CH3:3])[CH3:2].C1C=CC(P(C2C=CC=CC=2)C2C=CC=CC=2)=CC=1.C(Br)(Br)(Br)[Br:55], predict the reaction product. The product is: [C:1]([O:5][C:6]([N:8]1[CH2:13][CH2:12][N:11]([C:14]2[N:19]=[C:18]([C:20]3[CH:25]=[CH:24][N:23]=[C:22]([NH:26][CH:27]4[CH2:32][CH2:31][CH2:30][CH2:29][CH2:28]4)[CH:21]=3)[CH:17]=[C:16]([CH2:33][Br:55])[CH:15]=2)[CH2:10][CH2:9]1)=[O:7])([CH3:4])([CH3:3])[CH3:2].